This data is from Catalyst prediction with 721,799 reactions and 888 catalyst types from USPTO. The task is: Predict which catalyst facilitates the given reaction. (1) Reactant: [C:1]1([S:7]([C:10]2[C:15](=[NH:16])[N:14]3[CH:17]=[CH:18][CH:19]=[CH:20][C:13]3=[N:12][C:11]=2[S:21][CH3:22])(=[O:9])=[O:8])[CH:6]=[CH:5][CH:4]=[CH:3][CH:2]=1.N1C=CC=CC=1.[C:29](Cl)(=[O:31])[CH3:30]. Product: [C:1]1([S:7]([C:10]2[C:15](=[N:16][C:29](=[O:31])[CH3:30])[N:14]3[CH:17]=[CH:18][CH:19]=[CH:20][C:13]3=[N:12][C:11]=2[S:21][CH3:22])(=[O:9])=[O:8])[CH:2]=[CH:3][CH:4]=[CH:5][CH:6]=1. The catalyst class is: 2. (2) Reactant: [C:1]([O:5][C:6](=[O:21])[NH:7][C:8]1[CH:13]=[CH:12][C:11]([C:14]([F:17])([F:16])[F:15])=[CH:10][C:9]=1[N+:18]([O-])=O)([CH3:4])([CH3:3])[CH3:2]. Product: [C:1]([O:5][C:6](=[O:21])[NH:7][C:8]1[CH:13]=[CH:12][C:11]([C:14]([F:17])([F:16])[F:15])=[CH:10][C:9]=1[NH2:18])([CH3:4])([CH3:2])[CH3:3]. The catalyst class is: 45.